From a dataset of Peptide-MHC class II binding affinity with 134,281 pairs from IEDB. Regression. Given a peptide amino acid sequence and an MHC pseudo amino acid sequence, predict their binding affinity value. This is MHC class II binding data. (1) The peptide sequence is AARFVRRDGRRGGGR. The MHC is HLA-DPA10201-DPB10101 with pseudo-sequence HLA-DPA10201-DPB10101. The binding affinity (normalized) is 0.360. (2) The peptide sequence is SWEYWGAQLNAMKPD. The MHC is DRB1_1001 with pseudo-sequence DRB1_1001. The binding affinity (normalized) is 0.528.